This data is from Experimentally validated miRNA-target interactions with 360,000+ pairs, plus equal number of negative samples. The task is: Binary Classification. Given a miRNA mature sequence and a target amino acid sequence, predict their likelihood of interaction. The miRNA is hsa-miR-7160-5p with sequence UGCUGAGGUCCGGGCUGUGCC. The protein sequence of the target gene is MPKVVSRSVVCSDTRDREEYDDGEKPLHVYYCLCGQMVLVLDCQLEKLPMRPRDRSRVIDAAKHAHKFCNTEDEETMYLRRPEGIERQYRKKCAKCGLPLFYQSQPKNAPVTFIVDGAVVKFGQGFGKTNIYTQKQEPPKKVMMTKRTKDMGKFSSVTVSTIDEEEEEIEAREVADSYAQNAKVIEKQLERKGMSKRRLQELAELEAKKAKMKGTLIDNQFK. Result: 1 (interaction).